From a dataset of NCI-60 drug combinations with 297,098 pairs across 59 cell lines. Regression. Given two drug SMILES strings and cell line genomic features, predict the synergy score measuring deviation from expected non-interaction effect. (1) Drug 2: C1CNP(=O)(OC1)N(CCCl)CCCl. Drug 1: CS(=O)(=O)OCCCCOS(=O)(=O)C. Cell line: T-47D. Synergy scores: CSS=-5.56, Synergy_ZIP=4.50, Synergy_Bliss=3.21, Synergy_Loewe=-2.66, Synergy_HSA=-4.65. (2) Drug 1: CC1OCC2C(O1)C(C(C(O2)OC3C4COC(=O)C4C(C5=CC6=C(C=C35)OCO6)C7=CC(=C(C(=C7)OC)O)OC)O)O. Drug 2: CS(=O)(=O)OCCCCOS(=O)(=O)C. Cell line: OVCAR3. Synergy scores: CSS=31.9, Synergy_ZIP=-8.82, Synergy_Bliss=-3.60, Synergy_Loewe=-32.1, Synergy_HSA=-3.64. (3) Drug 1: CN1C(=O)N2C=NC(=C2N=N1)C(=O)N. Drug 2: CC1CCC2CC(C(=CC=CC=CC(CC(C(=O)C(C(C(=CC(C(=O)CC(OC(=O)C3CCCCN3C(=O)C(=O)C1(O2)O)C(C)CC4CCC(C(C4)OC)O)C)C)O)OC)C)C)C)OC. Cell line: SR. Synergy scores: CSS=25.8, Synergy_ZIP=6.00, Synergy_Bliss=7.58, Synergy_Loewe=-41.3, Synergy_HSA=2.11. (4) Drug 1: CC1C(C(CC(O1)OC2CC(CC3=C2C(=C4C(=C3O)C(=O)C5=C(C4=O)C(=CC=C5)OC)O)(C(=O)C)O)N)O.Cl. Drug 2: CN1C(=O)N2C=NC(=C2N=N1)C(=O)N. Cell line: A498. Synergy scores: CSS=21.5, Synergy_ZIP=-4.28, Synergy_Bliss=5.19, Synergy_Loewe=-20.1, Synergy_HSA=3.04. (5) Drug 1: CC(C1=C(C=CC(=C1Cl)F)Cl)OC2=C(N=CC(=C2)C3=CN(N=C3)C4CCNCC4)N. Drug 2: CC12CCC3C(C1CCC2O)C(CC4=C3C=CC(=C4)O)CCCCCCCCCS(=O)CCCC(C(F)(F)F)(F)F. Cell line: MDA-MB-231. Synergy scores: CSS=6.00, Synergy_ZIP=-2.55, Synergy_Bliss=1.18, Synergy_Loewe=-0.623, Synergy_HSA=1.68. (6) Drug 1: C1CN1P(=S)(N2CC2)N3CC3. Drug 2: C1CCC(C(C1)N)N.C(=O)(C(=O)[O-])[O-].[Pt+4]. Cell line: NCI-H460. Synergy scores: CSS=66.0, Synergy_ZIP=9.16, Synergy_Bliss=9.81, Synergy_Loewe=7.50, Synergy_HSA=12.3. (7) Drug 1: C1=CC(=CC=C1CCC2=CNC3=C2C(=O)NC(=N3)N)C(=O)NC(CCC(=O)O)C(=O)O. Drug 2: CN(CCCl)CCCl.Cl. Cell line: NCI-H460. Synergy scores: CSS=56.2, Synergy_ZIP=0.762, Synergy_Bliss=0.667, Synergy_Loewe=0.673, Synergy_HSA=2.81. (8) Drug 1: CS(=O)(=O)C1=CC(=C(C=C1)C(=O)NC2=CC(=C(C=C2)Cl)C3=CC=CC=N3)Cl. Drug 2: C1C(C(OC1N2C=NC(=NC2=O)N)CO)O. Cell line: HOP-62. Synergy scores: CSS=0.369, Synergy_ZIP=-5.51, Synergy_Bliss=-5.59, Synergy_Loewe=-24.6, Synergy_HSA=-7.96.